This data is from Catalyst prediction with 721,799 reactions and 888 catalyst types from USPTO. The task is: Predict which catalyst facilitates the given reaction. Reactant: [N:1]1[CH:6]=[CH:5][CH:4]=[CH:3][C:2]=1[C:7]([OH:9])=O.[CH3:10][O:11][C:12](=[O:20])[CH2:13][C:14]1[N:15]=[C:16]([NH2:19])[S:17][CH:18]=1.O. Product: [CH3:10][O:11][C:12](=[O:20])[CH2:13][C:14]1[N:15]=[C:16]([NH:19][C:7]([C:2]2[CH:3]=[CH:4][CH:5]=[CH:6][N:1]=2)=[O:9])[S:17][CH:18]=1. The catalyst class is: 266.